From a dataset of Full USPTO retrosynthesis dataset with 1.9M reactions from patents (1976-2016). Predict the reactants needed to synthesize the given product. (1) Given the product [C:1]([O:5][C:6](=[O:7])[NH:8][C@H:9]([CH2:29][C:30]1[CH:35]=[C:34]([F:36])[C:33]([F:37])=[CH:32][C:31]=1[F:38])[CH2:10][C:11]([N:13]1[CH2:18][CH2:17][N:16]2[C:19]([C:25]([F:26])([F:28])[F:27])=[N:20][C:21]([C:22]([N:65]3[CH2:66][CH2:67][C@H:63]([F:62])[CH2:64]3)=[O:23])=[C:15]2[CH2:14]1)=[O:12])([CH3:4])([CH3:3])[CH3:2], predict the reactants needed to synthesize it. The reactants are: [C:1]([O:5][C:6]([NH:8][C@H:9]([CH2:29][C:30]1[CH:35]=[C:34]([F:36])[C:33]([F:37])=[CH:32][C:31]=1[F:38])[CH2:10][C:11]([N:13]1[CH2:18][CH2:17][N:16]2[C:19]([C:25]([F:28])([F:27])[F:26])=[N:20][C:21]([C:22](O)=[O:23])=[C:15]2[CH2:14]1)=[O:12])=[O:7])([CH3:4])([CH3:3])[CH3:2].O=C1N(P(Cl)(N2CCOC2=O)=O)CCO1.C(N(CC)CC)C.Cl.[F:62][C@H:63]1[CH2:67][CH2:66][NH:65][CH2:64]1. (2) Given the product [Cl:45][CH:44]([Cl:48])[C:2]1[CH:11]=[CH:10][C:9]2[C:4](=[CH:5][CH:6]=[CH:7][N:8]=2)[N:3]=1, predict the reactants needed to synthesize it. The reactants are: C[C:2]1[CH:11]=[CH:10][C:9]2[C:4](=[CH:5][CH:6]=[CH:7][N:8]=2)[N:3]=1.C1C(=O)N(Cl)C(=O)C1.C(OOC(=O)C1C=CC=CC=1)(=O)C1C=CC=CC=1.CCOC(C)=O.[C:44]([Cl:48])(Cl)(Cl)[Cl:45]. (3) Given the product [Cl:1][C:2]1[CH:3]=[CH:4][C:5]([C:8]2[CH:9]=[C:10]([CH3:20])[C:11]3[N:12]([C:14]([C:17]4[O:19][N:24]=[C:23]([C:25]5[S:26][C:27]([S:30]([NH2:31])(=[O:33])=[O:32])=[CH:28][CH:29]=5)[N:22]=4)=[CH:15][N:16]=3)[CH:13]=2)=[CH:6][CH:7]=1, predict the reactants needed to synthesize it. The reactants are: [Cl:1][C:2]1[CH:7]=[CH:6][C:5]([C:8]2[CH:9]=[C:10]([CH3:20])[C:11]3[N:12]([C:14]([C:17]([OH:19])=O)=[CH:15][N:16]=3)[CH:13]=2)=[CH:4][CH:3]=1.O[NH:22][C:23]([C:25]1[S:26][C:27]([S:30](=[O:33])(=[O:32])[NH2:31])=[CH:28][CH:29]=1)=[NH:24].